Dataset: Reaction yield outcomes from USPTO patents with 853,638 reactions. Task: Predict the reaction yield, written as a fraction of the theoretical maximum amount of product (1.0 means a 100% yield; for example, 0.34 means a 34% yield). (1) The reactants are [CH3:1][C:2]1[CH:3]=[C:4]([CH:8]=[CH:9][C:10]=1[C:11]([N:13]1[CH2:17][CH2:16][CH2:15][CH2:14]1)=[O:12])[C:5]([OH:7])=O.CN(C(ON1N=NC2C=CC=CC1=2)=[N+](C)C)C.[B-](F)(F)(F)F.C(N(C(C)C)CC)(C)C.[Br:49][C:50]1[CH:61]=[CH:60][C:53]2[NH:54][C:55]([CH:57]([NH2:59])[CH3:58])=[N:56][C:52]=2[CH:51]=1.BrBr. The catalyst is O1CCCC1.C(Cl)Cl.C(O)C. The product is [Br:49][C:50]1[CH:61]=[CH:60][C:53]2[NH:54][C:55]([CH:57]([NH:59][C:5](=[O:7])[C:4]3[CH:8]=[CH:9][C:10]([C:11]([N:13]4[CH2:17][CH2:16][CH2:15][CH2:14]4)=[O:12])=[C:2]([CH3:1])[CH:3]=3)[CH3:58])=[N:56][C:52]=2[CH:51]=1. The yield is 0.490. (2) The yield is 0.920. The product is [C:1]([O:5][C:6]([N:8]1[CH2:9][CH2:10][N:11]([CH2:14][C:15]2[N:16]=[C:17]3[N:21]([CH:22]=2)[C:20]([C:23]2[CH:28]=[CH:27][CH:26]=[CH:25][C:24]=2[NH2:29])=[CH:19][S:18]3)[CH2:12][CH2:13]1)=[O:7])([CH3:4])([CH3:2])[CH3:3]. The catalyst is O. The reactants are [C:1]([O:5][C:6]([N:8]1[CH2:13][CH2:12][N:11]([CH2:14][C:15]2[N:16]=[C:17]3[N:21]([CH:22]=2)[C:20]([C:23]2[CH:28]=[CH:27][CH:26]=[CH:25][C:24]=2[N+:29]([O-])=O)=[CH:19][S:18]3)[CH2:10][CH2:9]1)=[O:7])([CH3:4])([CH3:3])[CH3:2].CO.O.[SH-].[Na+].